Predict the reactants needed to synthesize the given product. From a dataset of Full USPTO retrosynthesis dataset with 1.9M reactions from patents (1976-2016). (1) Given the product [Cl:23][C:24]1[C:25]([N:37]2[CH2:38][CH2:39][N:40]([C:11]([NH:10][S:7]([C:5]3[S:6][C:2]([Cl:1])=[CH:3][CH:4]=3)(=[O:9])=[O:8])=[O:12])[CH2:41][CH2:42]2)=[N:26][CH:27]=[C:28]([CH:36]=1)[C:29]([O:31][CH2:32][CH2:33][CH2:34][CH3:35])=[O:30], predict the reactants needed to synthesize it. The reactants are: [Cl:1][C:2]1[S:6][C:5]([S:7]([NH2:10])(=[O:9])=[O:8])=[CH:4][CH:3]=1.[C:11](N1C=CN=C1)(N1C=CN=C1)=[O:12].[Cl:23][C:24]1[C:25]([N:37]2[CH2:42][CH2:41][NH:40][CH2:39][CH2:38]2)=[N:26][CH:27]=[C:28]([CH:36]=1)[C:29]([O:31][CH2:32][CH2:33][CH2:34][CH3:35])=[O:30].CCOC(C)=O. (2) Given the product [C:1]([O:5][C:6]([NH:7][CH:8]1[CH2:13][CH2:12][CH:11]([NH:14][C:15]([C:16]2[CH:21]=[C:20]([CH:19]=[C:18]([O:31][C:32]3[CH:37]=[CH:36][C:35]([C:38]#[N:39])=[CH:34][CH:33]=3)[CH:17]=2)[O:22][C:23]2[CH:28]=[CH:27][C:26]([C:29]([OH:43])=[O:30])=[CH:25][CH:24]=2)=[O:40])[CH2:10][CH2:9]1)=[O:41])([CH3:4])([CH3:2])[CH3:3], predict the reactants needed to synthesize it. The reactants are: [C:1]([O:5][C:6](=[O:41])[NH:7][CH:8]1[CH2:13][CH2:12][CH:11]([NH:14][C:15](=[O:40])[C:16]2[CH:21]=[C:20]([O:22][C:23]3[CH:28]=[CH:27][C:26]([CH:29]=[O:30])=[CH:25][CH:24]=3)[CH:19]=[C:18]([O:31][C:32]3[CH:37]=[CH:36][C:35]([C:38]#[N:39])=[CH:34][CH:33]=3)[CH:17]=2)[CH2:10][CH2:9]1)([CH3:4])([CH3:3])[CH3:2].[Mn]([O-])(=O)(=O)=[O:43].[K+]. (3) Given the product [N+:1]([C:4]1[CH:9]=[CH:8][C:7]([O:10][CH2:11][CH2:12][Cl:16])=[CH:6][CH:5]=1)([O-:3])=[O:2], predict the reactants needed to synthesize it. The reactants are: [N+:1]([C:4]1[CH:9]=[CH:8][C:7]([O:10][CH2:11][CH2:12]O)=[CH:6][CH:5]=1)([O-:3])=[O:2].S(Cl)([Cl:16])=O.